Dataset: Catalyst prediction with 721,799 reactions and 888 catalyst types from USPTO. Task: Predict which catalyst facilitates the given reaction. Reactant: Cl[C:2]1[N:7]=[C:6]([N:8]([CH2:15][CH2:16][CH2:17][CH3:18])[C:9]2[CH:14]=[CH:13][CH:12]=[CH:11][CH:10]=2)[CH:5]=[CH:4][N:3]=1.Cl.Cl.[CH3:21][N:22]([CH2:24][CH:25]([OH:35])[CH2:26][O:27][C:28]1[CH:34]=[CH:33][C:31]([NH2:32])=[CH:30][CH:29]=1)[CH3:23].CO.N. Product: [CH3:23][N:22]([CH2:24][CH:25]([OH:35])[CH2:26][O:27][C:28]1[CH:29]=[CH:30][C:31]([NH:32][C:2]2[N:7]=[C:6]([N:8]([CH2:15][CH2:16][CH2:17][CH3:18])[C:9]3[CH:14]=[CH:13][CH:12]=[CH:11][CH:10]=3)[CH:5]=[CH:4][N:3]=2)=[CH:33][CH:34]=1)[CH3:21]. The catalyst class is: 51.